Dataset: CYP2C9 inhibition data for predicting drug metabolism from PubChem BioAssay. Task: Regression/Classification. Given a drug SMILES string, predict its absorption, distribution, metabolism, or excretion properties. Task type varies by dataset: regression for continuous measurements (e.g., permeability, clearance, half-life) or binary classification for categorical outcomes (e.g., BBB penetration, CYP inhibition). Dataset: cyp2c9_veith. (1) The drug is CCCn1nc2cc(C(=O)NCCCCc3ccccc3)ccc2c1OCC. The result is 1 (inhibitor). (2) The compound is Cc1ccccc1OCC(=O)Nc1sc(C(=O)Nc2cccc(C)c2C)c(C)c1C#N. The result is 0 (non-inhibitor). (3) The molecule is COc1ccc(Oc2nc3ccccc3nc2C(F)(F)F)cc1. The result is 1 (inhibitor). (4) The molecule is CC(=O)Oc1ccc2ccccc2c1C(NC(=O)Cc1ccccc1)c1ccc(Cl)cc1. The result is 1 (inhibitor).